This data is from Blood-brain barrier permeability classification from the B3DB database. The task is: Regression/Classification. Given a drug SMILES string, predict its absorption, distribution, metabolism, or excretion properties. Task type varies by dataset: regression for continuous measurements (e.g., permeability, clearance, half-life) or binary classification for categorical outcomes (e.g., BBB penetration, CYP inhibition). Dataset: b3db_classification. (1) The compound is CC(C)CCO. The result is 1 (penetrates BBB). (2) The molecule is NC1[C@H]2CN(c3nc4c(cc3F)c(=O)c(C(=O)O)cn4-c3ccc(F)cc3F)C[C@H]12. The result is 1 (penetrates BBB).